Dataset: HIV replication inhibition screening data with 41,000+ compounds from the AIDS Antiviral Screen. Task: Binary Classification. Given a drug SMILES string, predict its activity (active/inactive) in a high-throughput screening assay against a specified biological target. (1) The compound is COc1cc(CS(=O)c2ccc(O)cc2)cc(OC)c1OC. The result is 0 (inactive). (2) The drug is O=C1CS(=O)(=O)C2(CCCCC2)C(=O)N1. The result is 0 (inactive). (3) The molecule is NC(=O)C1C(=O)c2cccc3c2C1CCCC3. The result is 0 (inactive). (4) The molecule is O=c1c2cc(Br)ccc2[nH]c(=S)n1-c1ccc(Br)cc1. The result is 0 (inactive). (5) The molecule is COc1cccc(C2CC(C)=Nc3c(ccc4c3C(=O)c3ccccc3C4=O)N2)c1O. The result is 0 (inactive). (6) The molecule is O=S(=O)(c1ccccc1)C1C(O)CC2OC21. The result is 0 (inactive). (7) The molecule is CCCC[Sn](CCCC)(OC(=O)c1cc(F)cc(F)c1)O[Sn](CCCC)(CCCC)OC(=O)c1cc(F)cc(F)c1. The result is 0 (inactive). (8) The drug is O=C(O)Cc1ccccc1. The result is 0 (inactive). (9) The compound is Cn1c2ccc3cc2c(=S)c2cc(ccc21)OCCOCCOCCOCCOCCO3. The result is 0 (inactive). (10) The molecule is CCCCc1ccc(-n2sc3ncc(-c4ccccc4)cc3c2=O)cc1. The result is 1 (active).